From a dataset of Acute oral toxicity (LD50) regression data from Zhu et al.. Regression/Classification. Given a drug SMILES string, predict its toxicity properties. Task type varies by dataset: regression for continuous values (e.g., LD50, hERG inhibition percentage) or binary classification for toxic/non-toxic outcomes (e.g., AMES mutagenicity, cardiotoxicity, hepatotoxicity). Dataset: ld50_zhu. The molecule is COc1ccccc1N1CCN(CCCc2ccc3c(c2)CCC(=O)N3)CC1. The rat oral LD50 is 2.88, given as -log10 of the dose in mol/kg body weight (higher means more acutely toxic).